The task is: Predict which catalyst facilitates the given reaction.. This data is from Catalyst prediction with 721,799 reactions and 888 catalyst types from USPTO. (1) Reactant: [Cl:1][C:2]1[CH:7]=[CH:6][C:5]([C:8]2[CH:13]=[CH:12][CH:11]=[C:10]([CH2:14][NH:15][CH2:16][C:17]3[CH:22]=[CH:21][C:20]([F:23])=[CH:19][CH:18]=3)[CH:9]=2)=[CH:4][CH:3]=1.[Cl:24][C:25]1[C:26]([OH:36])=[C:27]([S:32](Cl)(=[O:34])=[O:33])[CH:28]=[C:29]([Cl:31])[CH:30]=1. Product: [Cl:24][C:25]1[C:26]([OH:36])=[C:27]([S:32]([N:15]([CH2:14][C:10]2[CH:9]=[C:8]([C:5]3[CH:6]=[CH:7][C:2]([Cl:1])=[CH:3][CH:4]=3)[CH:13]=[CH:12][CH:11]=2)[CH2:16][C:17]2[CH:18]=[CH:19][C:20]([F:23])=[CH:21][CH:22]=2)(=[O:34])=[O:33])[CH:28]=[C:29]([Cl:31])[CH:30]=1. The catalyst class is: 1. (2) Reactant: [CH3:1][N:2]([S:15]([C:18]1[N:19]([CH3:23])[CH:20]=[CH:21][N:22]=1)(=[O:17])=[O:16])[C:3]1[CH:4]=[CH:5][CH:6]=[C:7]2[C:11]=1[NH:10][C:9]([C:12](O)=[O:13])=[CH:8]2.[CH2:24]([S:31][CH:32]([CH:35]([O:38][CH3:39])[O:36][CH3:37])[CH2:33][NH2:34])[C:25]1[CH:30]=[CH:29][CH:28]=[CH:27][CH:26]=1.C(N(C(C)C)C(C)C)C.F[P-](F)(F)(F)(F)F.N1(OC(N(C)C)=[N+](C)C)C2N=CC=CC=2N=N1. Product: [CH2:24]([S:31][CH:32]([CH:35]([O:36][CH3:37])[O:38][CH3:39])[CH2:33][NH:34][C:12]([C:9]1[NH:10][C:11]2[C:7]([CH:8]=1)=[CH:6][CH:5]=[CH:4][C:3]=2[N:2]([CH3:1])[S:15]([C:18]1[N:19]([CH3:23])[CH:20]=[CH:21][N:22]=1)(=[O:17])=[O:16])=[O:13])[C:25]1[CH:30]=[CH:29][CH:28]=[CH:27][CH:26]=1. The catalyst class is: 42. (3) The catalyst class is: 58. Product: [CH2:12]([O:11][C:5]1[C:6]([OH:10])=[C:7]([C:2]([F:1])=[CH:3][CH:4]=1)[CH:8]=[O:9])[CH3:13]. Reactant: [F:1][C:2]1[C:7]([CH:8]=[O:9])=[C:6]([OH:10])[C:5]([OH:11])=[CH:4][CH:3]=1.[CH2:12](Br)[CH3:13]. (4) Reactant: [C-:1]#[N:2].[K+].CS(O[CH2:9][C:10]1[CH:15]=[CH:14][C:13]([C:16]2[CH:21]=[CH:20][CH:19]=[CH:18][C:17]=2[Cl:22])=[CH:12][C:11]=1[CH3:23])(=O)=O. Product: [Cl:22][C:17]1[CH:18]=[CH:19][CH:20]=[CH:21][C:16]=1[C:13]1[CH:14]=[CH:15][C:10]([CH2:9][C:1]#[N:2])=[C:11]([CH3:23])[CH:12]=1. The catalyst class is: 18. (5) Reactant: [CH3:1][C:2]([CH3:9])([CH3:8])[CH2:3][CH:4](O)[CH:5]=[CH2:6].C=CCCC=C.S(Br)([Br:18])=O. Product: [Br:18][CH2:6]/[CH:5]=[CH:4]/[CH2:3][C:2]([CH3:9])([CH3:8])[CH3:1]. The catalyst class is: 26. (6) Reactant: [O:1]=[C:2]([CH2:6][CH2:7][C:8]1[CH:13]=[CH:12][CH:11]=[CH:10][CH:9]=1)[C:3]([OH:5])=O.CN(C(ON1N=NC2C=CC=NC1=2)=[N+](C)C)C.F[P-](F)(F)(F)(F)F.CCN(C(C)C)C(C)C.[NH2:47][C:48]12[C:66](=[O:67])[C:65]3[C:60](=[CH:61][CH:62]=[CH:63][CH:64]=3)[C:49]1([OH:68])[O:50][C:51]1[CH:56]=[C:55]([CH:57]([CH3:59])[CH3:58])[CH:54]=[CH:53][C:52]=12. Product: [OH:68][C:49]12[C:60]3[C:65](=[CH:64][CH:63]=[CH:62][CH:61]=3)[C:66](=[O:67])[C:48]1([NH:47][C:3](=[O:5])[C:2](=[O:1])[CH2:6][CH2:7][C:8]1[CH:13]=[CH:12][CH:11]=[CH:10][CH:9]=1)[C:52]1[CH:53]=[CH:54][C:55]([CH:57]([CH3:59])[CH3:58])=[CH:56][C:51]=1[O:50]2. The catalyst class is: 34. (7) Reactant: C([O:8][C:9]1[C:14]2[C:15]([CH3:45])=[C:16]([C:18]([NH:20][C:21]3[CH:26]=[CH:25][C:24]([C:27]4[CH:32]=[CH:31][C:30]([S:33]([NH:36][C@H:37]([C:41]([O:43][CH3:44])=[O:42])[CH:38]([CH3:40])[CH3:39])(=[O:35])=[O:34])=[CH:29][CH:28]=4)=[CH:23][CH:22]=3)=[O:19])[O:17][C:13]=2[CH:12]=[CH:11][C:10]=1[CH2:46][CH3:47])C1C=CC=CC=1.C1COCC1. Product: [CH2:46]([C:10]1[CH:11]=[CH:12][C:13]2[O:17][C:16]([C:18]([NH:20][C:21]3[CH:22]=[CH:23][C:24]([C:27]4[CH:28]=[CH:29][C:30]([S:33]([NH:36][C@H:37]([C:41]([O:43][CH3:44])=[O:42])[CH:38]([CH3:40])[CH3:39])(=[O:34])=[O:35])=[CH:31][CH:32]=4)=[CH:25][CH:26]=3)=[O:19])=[C:15]([CH3:45])[C:14]=2[C:9]=1[OH:8])[CH3:47]. The catalyst class is: 19. (8) The catalyst class is: 14. Reactant: [Br:1][C:2]1[CH:3]=[C:4]2[C:8](=[CH:9][CH:10]=1)[N:7]([C:11](=[O:32])[CH2:12][C@@H:13]([NH:24]C(OC(C)(C)C)=O)[C:14]([O:16][CH2:17][C:18]1[CH:23]=[CH:22][CH:21]=[CH:20][CH:19]=1)=[O:15])[CH:6]=[C:5]2/[C:33](/[C:45]#[N:46])=[CH:34]/[C:35]1[CH:40]=[C:39]([C:41]#[N:42])[CH:38]=[CH:37][C:36]=1[O:43][CH3:44].Cl.C1OCCOC1. Product: [CH2:17]([O:16][C:14](=[O:15])[C@H:13]([NH2:24])[CH2:12][C:11]([N:7]1[C:8]2[C:4](=[CH:3][C:2]([Br:1])=[CH:10][CH:9]=2)[C:5](/[C:33](/[C:45]#[N:46])=[CH:34]/[C:35]2[CH:40]=[C:39]([C:41]#[N:42])[CH:38]=[CH:37][C:36]=2[O:43][CH3:44])=[CH:6]1)=[O:32])[C:18]1[CH:23]=[CH:22][CH:21]=[CH:20][CH:19]=1. (9) Reactant: C(N(CC)CC)C.[CH3:8][S:9](Cl)(=[O:11])=[O:10].[CH3:13][O:14][C:15]1[CH:29]=[C:28]([O:30][CH3:31])[CH:27]=[CH:26][C:16]=1[CH2:17][NH:18][CH:19]1[CH2:23][CH2:22][CH:21]([CH2:24][OH:25])[CH2:20]1. Product: [CH3:8][S:9]([O:25][CH2:24][CH:21]1[CH2:22][CH2:23][CH:19]([NH:18][CH2:17][C:16]2[CH:26]=[CH:27][C:28]([O:30][CH3:31])=[CH:29][C:15]=2[O:14][CH3:13])[CH2:20]1)(=[O:11])=[O:10]. The catalyst class is: 4.